From a dataset of Full USPTO retrosynthesis dataset with 1.9M reactions from patents (1976-2016). Predict the reactants needed to synthesize the given product. (1) The reactants are: [OH:1][C:2]1[CH:7]=[CH:6][CH:5]=[CH:4][N:3]=1.[H-].[Na+].[Cl:10][C:11]1[CH:27]=[C:26]([Cl:28])[CH:25]=[CH:24][C:12]=1[CH2:13][NH:14][C:15](=[O:23])[C:16]1[CH:21]=[CH:20][C:19](F)=[N:18][CH:17]=1. Given the product [Cl:10][C:11]1[CH:27]=[C:26]([Cl:28])[CH:25]=[CH:24][C:12]=1[CH2:13][NH:14][C:15](=[O:23])[C:16]1[CH:21]=[CH:20][C:19]([O:1][C:2]2[CH:7]=[CH:6][CH:5]=[CH:4][N:3]=2)=[N:18][CH:17]=1, predict the reactants needed to synthesize it. (2) Given the product [CH3:1][N:2]([CH2:13][C:14]1[N:15]=[C:16]2[CH:21]=[CH:20][CH:19]=[CH:18][N:17]2[C:22]=1[C:23]([N:26]1[CH2:29][CH:28]([NH:30][C:31](=[O:37])[O:32][C:33]([CH3:34])([CH3:36])[CH3:35])[CH2:27]1)=[O:24])[CH:3]1[C:12]2[N:11]=[CH:10][CH:9]=[CH:8][C:7]=2[CH2:6][CH2:5][CH2:4]1, predict the reactants needed to synthesize it. The reactants are: [CH3:1][N:2]([CH2:13][C:14]1[N:15]=[C:16]2[CH:21]=[CH:20][CH:19]=[CH:18][N:17]2[C:22]=1[C:23](O)=[O:24])[CH:3]1[C:12]2[N:11]=[CH:10][CH:9]=[CH:8][C:7]=2[CH2:6][CH2:5][CH2:4]1.[NH:26]1[CH2:29][CH:28]([NH:30][C:31](=[O:37])[O:32][C:33]([CH3:36])([CH3:35])[CH3:34])[CH2:27]1.O.ON1C2C=CC=CC=2N=N1.Cl.CN(C)CCCN=C=NCC.FC(F)(F)C(O)=O.